Dataset: Full USPTO retrosynthesis dataset with 1.9M reactions from patents (1976-2016). Task: Predict the reactants needed to synthesize the given product. Given the product [Cl:31][C:32]1[CH:37]=[C:36]([O:38][CH3:39])[CH:35]=[CH:34][C:33]=1[C:40]1[N:41]=[C:42]([CH2:57][CH3:58])[C:43]([NH:48][C@H:49]2[C@@H:53]([O:54][CH2:55][CH3:56])[CH2:52][N:51]([C:60]([O:62][CH3:63])=[O:61])[CH2:50]2)=[N:44][C:45]=1[CH2:46][CH3:47], predict the reactants needed to synthesize it. The reactants are: C(N1C[C@H](OCC)[C@H](NC2C(CC)=NC(C3C=CC(Cl)=CC=3Cl)=C(CC)N=2)C1)(=O)C.[Cl:31][C:32]1[CH:37]=[C:36]([O:38][CH3:39])[CH:35]=[CH:34][C:33]=1[C:40]1[N:41]=[C:42]([CH2:57][CH3:58])[C:43]([NH:48][C@H:49]2[C@@H:53]([O:54][CH2:55][CH3:56])[CH2:52][NH:51][CH2:50]2)=[N:44][C:45]=1[CH2:46][CH3:47].Cl[C:60]([O:62][CH3:63])=[O:61].